Dataset: Full USPTO retrosynthesis dataset with 1.9M reactions from patents (1976-2016). Task: Predict the reactants needed to synthesize the given product. (1) Given the product [CH3:92][C:89]1([CH3:91])[O:93][C@H:8]2[C@H:13]([OH:16])[C@H:12]([OH:45])[CH2:2][O:7][C@H:6]2[CH2:5][O:11]1, predict the reactants needed to synthesize it. The reactants are: C[C:2]1([CH3:12])[O:7][C@H:6]2[CH:8]=CC[O:11][C@H:5]2CO1.[C:13]([O-:16])([O-])=O.[K+].[K+].CS(N)(=O)=O.CC[C@@H]1[C@@H]2C[C@H]([C@@H](OC3C4C(=CC=CC=4)C(O[C@@H](C4C=CN=C5C=4C=C(OC)C=C5)[C@@H]4N5C[C@H](CC)[C@@H](CC5)C4)=NN=3)C3C=CN=C4C=3C=C([O:45]C)C=C4)N(CC2)C1.[O-]S([O-])=O.[Na+].[Na+].O.[C:89]([OH:93])([CH3:92])([CH3:91])C. (2) Given the product [Cl:27][C:23]1[CH:24]=[CH:25][CH:26]=[C:19]([N:11]2[C:10](=[O:15])[C:9]3[CH:16]=[CH:17][C:6]([C:2]([CH3:1])([CH3:5])[CH:3]=[O:4])=[CH:7][C:8]=3[O:14][CH2:13][CH2:12]2)[C:20]=1[CH:21]=[O:22], predict the reactants needed to synthesize it. The reactants are: [CH3:1][C:2]([C:6]1[CH:17]=[CH:16][C:9]2[C:10](=[O:15])[NH:11][CH2:12][CH2:13][O:14][C:8]=2[CH:7]=1)([CH3:5])[CH:3]=[O:4].Br[C:19]1[CH:26]=[CH:25][CH:24]=[C:23]([Cl:27])[C:20]=1[CH:21]=[O:22].C([O-])([O-])=O.[Cs+].[Cs+].CC1(C)C2C(=C(P(C3C=CC=CC=3)C3C=CC=CC=3)C=CC=2)OC2C(P(C3C=CC=CC=3)C3C=CC=CC=3)=CC=CC1=2. (3) The reactants are: [C:1]([C:3]1[CH:8]=[CH:7][C:6]([C:9]2[N:10]=[C:11]([CH:14]([CH2:19][C:20]3[CH:25]=[CH:24][CH:23]=[CH:22][CH:21]=3)[C:15]([O:17]C)=[O:16])[NH:12][CH:13]=2)=[CH:5][CH:4]=1)#[N:2].[OH-].[Na+].Cl. Given the product [C:1]([C:3]1[CH:4]=[CH:5][C:6]([C:9]2[N:10]=[C:11]([CH:14]([CH2:19][C:20]3[CH:25]=[CH:24][CH:23]=[CH:22][CH:21]=3)[C:15]([OH:17])=[O:16])[NH:12][CH:13]=2)=[CH:7][CH:8]=1)#[N:2], predict the reactants needed to synthesize it. (4) Given the product [ClH:23].[ClH:23].[CH2:1]([C:3]1[C:7]([S:8][C:9]2[CH:14]=[CH:13][C:12]([F:15])=[CH:11][CH:10]=2)=[C:6]([CH2:16][CH3:17])[N:5]([CH:18]([CH3:22])[C:19](=[O:20])[CH3:24])[N:4]=1)[CH3:2], predict the reactants needed to synthesize it. The reactants are: [CH2:1]([C:3]1[C:7]([S:8][C:9]2[CH:14]=[CH:13][C:12]([F:15])=[CH:11][CH:10]=2)=[C:6]([CH2:16][CH3:17])[N:5]([CH:18]([CH3:22])[C:19](N)=[O:20])[N:4]=1)[CH3:2].[ClH:23].[CH3:24]COCC. (5) Given the product [CH3:1][C:2]1[N:7]=[C:6]([NH:8][C:9]2[C:14]([CH3:15])=[CH:13][C:12]([CH3:16])=[CH:11][C:10]=2[CH3:17])[C:5]([S:18]([C:21]2[CH:22]=[CH:23][C:24]([O:27][C:28](=[O:30])[CH3:29])=[CH:25][CH:26]=2)(=[O:20])=[O:19])=[CH:4][N:3]=1, predict the reactants needed to synthesize it. The reactants are: [CH3:1][C:2]1[N:7]=[C:6]([NH:8][C:9]2[C:14]([CH3:15])=[CH:13][C:12]([CH3:16])=[CH:11][C:10]=2[CH3:17])[C:5]([S:18]([C:21]2[CH:26]=[CH:25][C:24]([OH:27])=[CH:23][CH:22]=2)(=[O:20])=[O:19])=[CH:4][N:3]=1.[C:28](OC(=O)C)(=[O:30])[CH3:29].C(N(CC)CC)C.C(=O)(O)[O-].[Na+]. (6) The reactants are: F[C:2]1[CH:7]=[CH:6][C:5]([N+:8]([O-:10])=[O:9])=[C:4]([O:11][CH2:12][CH2:13][C:14]2[CH:19]=[CH:18][CH:17]=[C:16]([C:20]([F:23])([F:22])[F:21])[CH:15]=2)[CH:3]=1.[CH3:24][O:25][CH2:26][CH2:27][NH:28][CH3:29].O. Given the product [CH3:24][O:25][CH2:26][CH2:27][N:28]([CH3:29])[C:2]1[CH:7]=[CH:6][C:5]([N+:8]([O-:10])=[O:9])=[C:4]([O:11][CH2:12][CH2:13][C:14]2[CH:19]=[CH:18][CH:17]=[C:16]([C:20]([F:23])([F:22])[F:21])[CH:15]=2)[CH:3]=1, predict the reactants needed to synthesize it. (7) Given the product [CH3:23][N:14]1[C:13](=[O:24])[C:12]2([CH2:25][CH2:26][N:9]([C:7]([NH:6][CH2:5][CH2:4][C:3]([OH:38])=[O:2])=[O:8])[CH2:10][CH2:11]2)[N:16]([C:17]2[CH:18]=[CH:19][CH:20]=[CH:21][CH:22]=2)[CH2:15]1, predict the reactants needed to synthesize it. The reactants are: C[O:2][C:3](=[O:38])[CH:4](NC([C@H]1CSCN1C(=O)C)=O)[CH2:5][NH:6][C:7]([N:9]1[CH2:26][CH2:25][C:12]2([N:16]([C:17]3[CH:22]=[CH:21][CH:20]=[CH:19][CH:18]=3)[CH2:15][N:14]([CH3:23])[C:13]2=[O:24])[CH2:11][CH2:10]1)=[O:8].Cl. (8) Given the product [CH3:33][O:32][C:28]1[CH:29]=[CH:30][CH:31]=[C:23]([O:22][CH3:21])[C:24]=1[C:25]([N:17]1[CH2:16][CH:15]2[CH:19]([CH2:20][N:13]([C:9]3[N:8]=[C:7]([C:1]4[CH:2]=[CH:3][CH:4]=[CH:5][CH:6]=4)[CH:12]=[CH:11][N:10]=3)[CH2:14]2)[CH2:18]1)=[O:26], predict the reactants needed to synthesize it. The reactants are: [C:1]1([C:7]2[CH:12]=[CH:11][N:10]=[C:9]([N:13]3[CH2:20][CH:19]4[CH:15]([CH2:16][NH:17][CH2:18]4)[CH2:14]3)[N:8]=2)[CH:6]=[CH:5][CH:4]=[CH:3][CH:2]=1.[CH3:21][O:22][C:23]1[CH:31]=[CH:30][CH:29]=[C:28]([O:32][CH3:33])[C:24]=1[C:25](O)=[O:26].